From a dataset of Catalyst prediction with 721,799 reactions and 888 catalyst types from USPTO. Predict which catalyst facilitates the given reaction. (1) Product: [C:28]([O:30][CH2:31][CH3:32])(=[O:29])[CH2:27][C:20]([CH2:19][C:18]([O-:34])=[O:33])([C:22]([O-:24])=[O:23])[OH:21].[C:28]([O:30][CH2:31][CH3:32])(=[O:29])[CH2:27][C:20]([CH2:19][C:18]([O:34][CH2:35][CH3:36])=[O:33])([C:22]([O-:24])=[O:23])[OH:21]. Reactant: C(O)(=O)CC(CC(O)=O)(C(O)=O)O.O.C(#N)C.[C:18]([O:34][CH2:35][CH3:36])(=[O:33])[CH2:19][C:20]([CH2:27][C:28]([O:30][CH2:31][CH3:32])=[O:29])([C:22]([O:24]CC)=[O:23])[OH:21]. The catalyst class is: 10. (2) Reactant: [H-].[Na+].[CH2:3]([O:5][C:6]([C:8]1[NH:9][C:10]2[C:15]([CH:16]=1)=[CH:14][C:13]([O:17][C:18]([F:21])([F:20])[F:19])=[CH:12][CH:11]=2)=[O:7])[CH3:4].Cl[CH2:23][C:24]#[N:25].O. Product: [CH2:3]([O:5][C:6]([C:8]1[N:9]([CH2:23][C:24]#[N:25])[C:10]2[C:15]([CH:16]=1)=[CH:14][C:13]([O:17][C:18]([F:21])([F:19])[F:20])=[CH:12][CH:11]=2)=[O:7])[CH3:4]. The catalyst class is: 3. (3) Reactant: [CH:1]1([C@H:4]([C:6]2[CH:11]=[CH:10][CH:9]=[C:8]([C@@H:12]([CH:14]3[CH2:16][CH2:15]3)[CH3:13])[C:7]=2[OH:17])[CH3:5])[CH2:3][CH2:2]1.[OH-].[Na+].Br[CH2:21][Cl:22]. Product: [Cl:22][CH2:21][O:17][C:7]1[C:8]([C@@H:12]([CH:14]2[CH2:16][CH2:15]2)[CH3:13])=[CH:9][CH:10]=[CH:11][C:6]=1[C@@H:4]([CH:1]1[CH2:2][CH2:3]1)[CH3:5]. The catalyst class is: 7.